This data is from Forward reaction prediction with 1.9M reactions from USPTO patents (1976-2016). The task is: Predict the product of the given reaction. (1) Given the reactants [C:1]([O:9]C(=O)C1C=CC=CC=1)(=O)[C:2]1[CH:7]=[CH:6][CH:5]=[CH:4][CH:3]=1.[ClH:18].[OH:19][C@H:20]([CH2:25][CH2:26][CH2:27][CH2:28][CH2:29][CH2:30][CH2:31][CH2:32][CH2:33][CH2:34][CH3:35])[CH2:21][C:22]([OH:24])=O.[OH-].[Na+], predict the reaction product. The product is: [C:1]([O:19][C@H:20]([CH2:25][CH2:26][CH2:27][CH2:28][CH2:29][CH2:30][CH2:31][CH2:32][CH2:33][CH2:34][CH3:35])[CH2:21][C:22]([Cl:18])=[O:24])(=[O:9])[C:2]1[CH:7]=[CH:6][CH:5]=[CH:4][CH:3]=1. (2) Given the reactants [NH2:1][C:2]1[C:7]2=[C:8]([Br:24])[CH:9]=[C:10]([CH:11]3CCN(C(OC(C)(C)C)=O)[CH2:13][CH2:12]3)[N:6]2[N:5]=[CH:4][N:3]=1.NC1C2=CC=C(C([OH:38])CC)N2N=CN=1, predict the reaction product. The product is: [NH2:1][C:2]1[C:7]2=[C:8]([Br:24])[CH:9]=[C:10]([CH:11]([OH:38])[CH2:12][CH3:13])[N:6]2[N:5]=[CH:4][N:3]=1. (3) Given the reactants [Cl:1][C:2]1[CH:3]=[CH:4][C:5]2[N:11]3[CH:12]=[CH:13][N:14]=[C:10]3[C@H:9]([CH2:15][CH2:16][N:17]3[CH:21]=[C:20]([C:22]([O:24]CC)=[O:23])[CH:19]=[N:18]3)[O:8][C@@H:7]([C:27]3[CH:32]=[CH:31][CH:30]=[C:29]([O:33][CH3:34])[C:28]=3[O:35][CH3:36])[C:6]=2[CH:37]=1.[OH-].[Na+].Cl, predict the reaction product. The product is: [Cl:1][C:2]1[CH:3]=[CH:4][C:5]2[N:11]3[CH:12]=[CH:13][N:14]=[C:10]3[C@H:9]([CH2:15][CH2:16][N:17]3[CH:21]=[C:20]([C:22]([OH:24])=[O:23])[CH:19]=[N:18]3)[O:8][C@@H:7]([C:27]3[CH:32]=[CH:31][CH:30]=[C:29]([O:33][CH3:34])[C:28]=3[O:35][CH3:36])[C:6]=2[CH:37]=1. (4) Given the reactants [NH2:1][C:2]1[CH:7]=[CH:6][C:5]([C:8](=[O:10])[CH3:9])=[CH:4][C:3]=1[NH:11][CH2:12][CH3:13].[ClH:14].Cl[CH2:16][C:17](N)=N, predict the reaction product. The product is: [Cl:14][CH2:13][C:12]1[N:11]([CH2:16][CH3:17])[C:3]2[CH:4]=[C:5]([C:8](=[O:10])[CH3:9])[CH:6]=[CH:7][C:2]=2[N:1]=1.